Dataset: Full USPTO retrosynthesis dataset with 1.9M reactions from patents (1976-2016). Task: Predict the reactants needed to synthesize the given product. (1) The reactants are: [NH2:1][CH2:2][CH2:3][CH2:4][C:5]([OH:7])=[O:6].C(N(CC)CC)C.[CH3:15][C:16]([O:19][C:20](O[C:20]([O:19][C:16]([CH3:18])([CH3:17])[CH3:15])=[O:21])=[O:21])([CH3:18])[CH3:17]. Given the product [C:16]([O:19][C:20]([NH:1][CH2:2][CH2:3][CH2:4][C:5]([OH:7])=[O:6])=[O:21])([CH3:18])([CH3:17])[CH3:15], predict the reactants needed to synthesize it. (2) Given the product [Br:1][C:31]1[CH:17]=[CH:16][CH:18]=[C:33]2[C:32]=1[NH:37][N:12]=[C:34]2[C:35]([NH2:36])=[O:47], predict the reactants needed to synthesize it. The reactants are: [Br:1]C1C2C(=CC=CC=2)NN=1.[Cl-].[NH4+:12].CCN(C(C)C)[CH:16]([CH3:18])[CH3:17].CN(C(ON1N=[N:37][C:32]2[CH:33]=[CH:34][CH:35]=[N:36][C:31]1=2)=[N+](C)C)C.F[P-](F)(F)(F)(F)F.[Li+].[OH-:47]. (3) Given the product [CH3:1][C@@H:2]1[O:6][C@@H:5]([O:7][C@H:8]2[C@H:13]([OH:14])[C@@H:12]([OH:15])[C@H:11]([NH:16][C:17]([NH2:19])=[NH:18])[C@@H:10]([OH:20])[C@@H:9]2[NH:21][C:22]([NH2:24])=[NH:23])[C@H:4]([O:25][C@@H:26]2[O:31][C@@H:30]([CH2:32][OH:33])[C@H:29]([OH:34])[C@@H:28]([OH:35])[C@@H:27]2[NH:36][CH3:37])[C@@:3]1([OH:40])[CH:38]=[O:39], predict the reactants needed to synthesize it. The reactants are: [CH3:1][C@@H:2]1[O:6][C@@H:5]([O:7][C@H:8]2[C@H:13]([OH:14])[C@@H:12]([OH:15])[C@H:11]([N:16]=[C:17]([NH2:19])[NH2:18])[C@@H:10]([OH:20])[C@@H:9]2[N:21]=[C:22]([NH2:24])[NH2:23])[C@H:4]([O:25][C@@H:26]2[O:31][C@@H:30]([CH2:32][OH:33])[C@H:29]([OH:34])[C@@H:28]([OH:35])[C@@H:27]2[NH:36][CH3:37])[C@@:3]1([OH:40])[CH:38]=[O:39].OS(O)(=O)=O.ClCCl.O.ClCCl. (4) Given the product [Cl:20][C:16]1[CH:17]=[C:18]2[C:9](=[C:10]([C:11]([O:13][CH3:14])=[O:12])[CH:15]=1)[NH:8][C:3]([Si:2]([CH3:7])([CH3:6])[CH3:1])=[C:4]2[CH3:5], predict the reactants needed to synthesize it. The reactants are: [CH3:1][Si:2]([CH3:7])([CH3:6])[C:3]#[C:4][CH3:5].[NH2:8][C:9]1[C:18](I)=[CH:17][C:16]([Cl:20])=[CH:15][C:10]=1[C:11]([O:13][CH3:14])=[O:12].C(=O)([O-])[O-].[Na+].[Na+]. (5) Given the product [CH2:1]([O:7][CH2:8][C:9]1[CH2:9][C:8](=[O:7])[N:18]([C:15]2[CH:14]=[CH:13][C:12]([C:11]([F:20])([F:21])[F:10])=[CH:17][CH:16]=2)[N:19]=1)[C:2]1[CH:3]=[CH:2][CH:1]=[CH:5][CH:3]=1, predict the reactants needed to synthesize it. The reactants are: [C:1]([O:7][CH2:8][CH3:9])(=O)[CH2:2][C:3]([CH3:5])=O.[F:10][C:11]([F:21])([F:20])[C:12]1[CH:17]=[CH:16][C:15]([NH:18][NH2:19])=[CH:14][CH:13]=1. (6) Given the product [Cl:1][CH2:2][CH2:3][O:4][C:5]1[CH:10]=[CH:9][CH:8]=[C:7]([N+:11]([O-:13])=[O:12])[C:6]=1[CH2:15][S:16]([C:19]1[C:28]2[C:23](=[CH:24][CH:25]=[CH:26][CH:27]=2)[CH:22]=[CH:21][CH:20]=1)(=[O:17])=[O:18].[Cl:1][CH2:2][CH2:3][O:4][C:5]1[CH:10]=[CH:9][C:8]([CH2:15][S:16]([C:19]2[C:28]3[C:23](=[CH:24][CH:25]=[CH:26][CH:27]=3)[CH:22]=[CH:21][CH:20]=2)(=[O:17])=[O:18])=[C:7]([N+:11]([O-:13])=[O:12])[CH:6]=1, predict the reactants needed to synthesize it. The reactants are: [Cl:1][CH2:2][CH2:3][O:4][C:5]1[CH:10]=[CH:9][CH:8]=[C:7]([N+:11]([O-:13])=[O:12])[CH:6]=1.Cl[CH2:15][S:16]([C:19]1[C:28]2[C:23](=[CH:24][CH:25]=[CH:26][CH:27]=2)[CH:22]=[CH:21][CH:20]=1)(=[O:18])=[O:17].CC(C)([O-])C.[K+].Cl. (7) Given the product [NH2:1][C:2]1[C:6]2[CH:7]=[C:8]([C:11]([C:19]3[C:20]4[C:25](=[C:24]([NH:26][S:27]([CH3:30])(=[O:28])=[O:29])[CH:23]=[CH:22][CH:21]=4)[NH:17][CH:18]=3)([CH2:14][CH3:15])[CH2:12][CH3:13])[CH:9]=[CH:10][C:5]=2[O:4][N:3]=1, predict the reactants needed to synthesize it. The reactants are: [NH2:1][C:2]1[C:6]2[CH:7]=[C:8]([C:11](O)([CH2:14][CH3:15])[CH2:12][CH3:13])[CH:9]=[CH:10][C:5]=2[O:4][N:3]=1.[NH:17]1[C:25]2[C:20](=[CH:21][CH:22]=[CH:23][C:24]=2[NH:26][S:27]([CH3:30])(=[O:29])=[O:28])[CH:19]=[CH:18]1.C(O)(C(F)(F)F)=O.C([O-])(O)=O.[Na+].